From a dataset of Peptide-MHC class II binding affinity with 134,281 pairs from IEDB. Regression. Given a peptide amino acid sequence and an MHC pseudo amino acid sequence, predict their binding affinity value. This is MHC class II binding data. The MHC is HLA-DPA10201-DPB10101 with pseudo-sequence HLA-DPA10201-DPB10101. The peptide sequence is DCSEYPKPDCTAEDR. The binding affinity (normalized) is 0.